This data is from Forward reaction prediction with 1.9M reactions from USPTO patents (1976-2016). The task is: Predict the product of the given reaction. (1) The product is: [CH:20]([C:9]1[CH:8]=[C:7]([CH:1]2[CH2:2][CH2:3][CH2:4][CH2:5][CH2:6]2)[CH:12]=[CH:11][C:10]=1[OH:13])=[CH:19][CH3:24]. Given the reactants [CH:1]1([C:7]2[CH:12]=[CH:11][C:10]([OH:13])=[C:9](OCC=C)[CH:8]=2)[CH2:6][CH2:5][CH2:4][CH2:3][CH2:2]1.Cl[C:19]1[CH:24]=CC=C[C:20]=1Cl, predict the reaction product. (2) The product is: [CH3:9][C:8]([C:41]([OH:43])=[O:42])([C:10]1[CH:15]=[CH:14][C:13]([CH:16]([OH:40])[CH2:17][CH2:18][CH2:19][N:20]2[CH2:21][CH2:22][CH:23]([C:26]([OH:39])([C:27]3[CH:32]=[CH:31][CH:30]=[CH:29][CH:28]=3)[C:33]3[CH:34]=[CH:35][CH:36]=[CH:37][CH:38]=3)[CH2:24][CH2:25]2)=[CH:12][CH:11]=1)[CH3:7].[ClH:44]. Given the reactants C(OCC)(=O)C.[CH3:7][C:8]([C:41]([OH:43])=[O:42])([C:10]1[CH:11]=[CH:12][C:13]([CH:16]([OH:40])[CH2:17][CH2:18][CH2:19][N:20]2[CH2:25][CH2:24][CH:23]([C:26]([OH:39])([C:33]3[CH:34]=[CH:35][CH:36]=[CH:37][CH:38]=3)[C:27]3[CH:28]=[CH:29][CH:30]=[CH:31][CH:32]=3)[CH2:22][CH2:21]2)=[CH:14][CH:15]=1)[CH3:9].[ClH:44].C(O)(C)C, predict the reaction product. (3) Given the reactants [NH2:1][C:2]1[CH:3]=[C:4]2[C:8](=[CH:9][CH:10]=1)[NH:7][N:6]=[CH:5]2.Cl[CH2:12][C:13]([N:15]1[CH2:20][CH2:19][CH:18]([CH2:21][C:22]2[CH:27]=[CH:26][C:25]([F:28])=[CH:24][CH:23]=2)[CH2:17][CH2:16]1)=[O:14], predict the reaction product. The product is: [F:28][C:25]1[CH:26]=[CH:27][C:22]([CH2:21][CH:18]2[CH2:19][CH2:20][N:15]([C:13](=[O:14])[CH2:12][NH:1][C:2]3[CH:3]=[C:4]4[C:8](=[CH:9][CH:10]=3)[NH:7][N:6]=[CH:5]4)[CH2:16][CH2:17]2)=[CH:23][CH:24]=1. (4) Given the reactants [CH3:1][C@H:2]1[O:4][C@@:3]1([C:6]1[CH:11]=[CH:10][CH:9]=[CH:8][CH:7]=1)[CH3:5].[CH3:12][SH:13].[Na], predict the reaction product. The product is: [CH3:12][S:13][C@H:2]([CH3:1])[C@@:3]([C:6]1[CH:11]=[CH:10][CH:9]=[CH:8][CH:7]=1)([OH:4])[CH3:5].